Task: Predict the reactants needed to synthesize the given product.. Dataset: Full USPTO retrosynthesis dataset with 1.9M reactions from patents (1976-2016) (1) The reactants are: [CH3:1][O:2][CH2:3][CH2:4]Br.C(=O)([O-])[O-].[K+].[K+].[Cl:12][C:13]1[CH:14]=[C:15]([CH:39]=[CH:40][C:41]=1[F:42])[NH:16][C:17]1[C:26]2[C:21](=[CH:22][C:23]([OH:38])=[CH:24][C:25]=2[O:27][CH2:28][C@H:29]2[CH2:33][CH2:32][CH2:31][N:30]2[C:34](=[O:37])[CH2:35][OH:36])[N:20]=[CH:19][N:18]=1.O. Given the product [Cl:12][C:13]1[CH:14]=[C:15]([CH:39]=[CH:40][C:41]=1[F:42])[NH:16][C:17]1[C:26]2[C:21](=[CH:22][C:23]([O:38][CH2:4][CH2:3][O:2][CH3:1])=[CH:24][C:25]=2[O:27][CH2:28][C@H:29]2[CH2:33][CH2:32][CH2:31][N:30]2[C:34](=[O:37])[CH2:35][OH:36])[N:20]=[CH:19][N:18]=1, predict the reactants needed to synthesize it. (2) Given the product [Cl:41][C:42]1[CH:50]=[CH:49][CH:48]=[C:47]([Cl:51])[C:43]=1[CH2:44][N:45]([CH3:46])[C:18]([C:10]1[N:9]=[CH:8][N:7]([CH2:6][C:5]2[CH:21]=[C:22]([C:24]([F:25])([F:26])[F:27])[CH:23]=[C:3]([C:2]([F:28])([F:1])[F:29])[CH:4]=2)[C:11]=1[C:12]1[CH:17]=[CH:16][CH:15]=[CH:14][CH:13]=1)=[O:19], predict the reactants needed to synthesize it. The reactants are: [F:1][C:2]([F:29])([F:28])[C:3]1[CH:4]=[C:5]([CH:21]=[C:22]([C:24]([F:27])([F:26])[F:25])[CH:23]=1)[CH2:6][N:7]1[C:11]([C:12]2[CH:17]=[CH:16][CH:15]=[CH:14][CH:13]=2)=[C:10]([C:18](O)=[O:19])[N:9]=[CH:8]1.C1C=CC2N(O)N=NC=2C=1.O.[Cl:41][C:42]1[CH:50]=[CH:49][CH:48]=[C:47]([Cl:51])[C:43]=1[CH2:44][NH:45][CH3:46].CCN(CC)CC.CCN=C=NCCCN(C)C. (3) Given the product [CH3:26][C:2]([CH3:25])([CH3:1])[C:3]#[C:4][C:5]1[S:9][C:8]([C:10]([O:12][CH3:13])=[O:11])=[C:7]([N:14]([CH:15]([CH2:17][C:18](=[O:24])[N:19]2[CH2:20][CH2:21][CH2:22][CH2:23]2)[CH3:16])[C:34]([C@H:31]2[CH2:32][CH2:33][C@H:28]([CH3:27])[CH2:29][CH2:30]2)=[O:35])[CH:6]=1, predict the reactants needed to synthesize it. The reactants are: [CH3:1][C:2]([CH3:26])([CH3:25])[C:3]#[C:4][C:5]1[S:9][C:8]([C:10]([O:12][CH3:13])=[O:11])=[C:7]([NH:14][CH:15]([CH2:17][C:18](=[O:24])[N:19]2[CH2:23][CH2:22][CH2:21][CH2:20]2)[CH3:16])[CH:6]=1.[CH3:27][C@H:28]1[CH2:33][CH2:32][C@H:31]([C:34](Cl)=[O:35])[CH2:30][CH2:29]1.N1C=CC=CC=1. (4) Given the product [Br:13][C:11]1[CH:10]=[C:9]2[C:4]([CH2:5][CH2:6][NH:7][C:8]2=[O:12])=[CH:3][CH:2]=1, predict the reactants needed to synthesize it. The reactants are: Br[C:2]1[CH:3]=[C:4]2[C:9](=[CH:10][CH:11]=1)[C:8](=[O:12])[NH:7][CH2:6][CH2:5]2.[Br:13]C1C=C2C(CCC2=O)=CC=1. (5) The reactants are: [CH2:1]([O:8][C:9]1[CH:14]=[CH:13][C:12]([C:15]2[CH:19]=[C:18]([C:20]([NH:22][CH:23]([CH:28]([CH3:30])[CH3:29])[C:24]([O:26]C)=[O:25])=[O:21])[O:17][N:16]=2)=[CH:11][CH:10]=1)[C:2]1[CH:7]=[CH:6][CH:5]=[CH:4][CH:3]=1.O.[OH-].[Li+].Cl. Given the product [CH2:1]([O:8][C:9]1[CH:10]=[CH:11][C:12]([C:15]2[CH:19]=[C:18]([C:20]([NH:22][CH:23]([CH:28]([CH3:30])[CH3:29])[C:24]([OH:26])=[O:25])=[O:21])[O:17][N:16]=2)=[CH:13][CH:14]=1)[C:2]1[CH:3]=[CH:4][CH:5]=[CH:6][CH:7]=1, predict the reactants needed to synthesize it. (6) The reactants are: [OH:1][C:2]1[CH:11]=[C:10]2[C:5]([C:6](=[O:12])[CH2:7][CH2:8][O:9]2)=[CH:4][CH:3]=1.[N:13]1([CH2:18][CH2:19]O)[CH:17]=[CH:16][N:15]=[CH:14]1.C1(P(C2C=CC=CC=2)C2C=CC=CC=2)C=CC=CC=1.N(C(OCC)=O)=NC(OCC)=O. Given the product [N:13]1([CH2:18][CH2:19][O:1][C:2]2[CH:11]=[C:10]3[C:5]([C:6](=[O:12])[CH2:7][CH2:8][O:9]3)=[CH:4][CH:3]=2)[CH:17]=[CH:16][N:15]=[CH:14]1, predict the reactants needed to synthesize it. (7) Given the product [Cl:1][C:2]1[CH:7]=[C:6]([C:22]#[N:23])[N:5]=[C:4]([CH2:9][CH2:10][C:11]([O:13][C:14]([CH3:17])([CH3:16])[CH3:15])=[O:12])[CH:3]=1, predict the reactants needed to synthesize it. The reactants are: [Cl:1][C:2]1[CH:7]=[CH:6][N+:5]([O-])=[C:4]([CH2:9][CH2:10][C:11]([O:13][C:14]([CH3:17])([CH3:16])[CH3:15])=[O:12])[CH:3]=1.C[Si]([C:22]#[N:23])(C)C.CN(C)C(Cl)=O.